The task is: Predict the reactants needed to synthesize the given product.. This data is from Full USPTO retrosynthesis dataset with 1.9M reactions from patents (1976-2016). (1) Given the product [ClH:86].[ClH:86].[F:84][C:82]1[CH:83]=[C:78]([CH:79]=[C:80]([F:85])[CH:81]=1)[CH2:77][C@H:63]([NH:62][C:5](=[O:7])[C:4]1[CH:8]=[C:9]([CH2:11][N:12]([CH3:18])[CH2:13][CH2:14][CH2:15][CH2:16][CH3:17])[CH:10]=[C:2]([CH3:1])[CH:3]=1)[C@H:64]([OH:76])[CH2:65][NH:66][CH2:67][C:68]1[CH:73]=[CH:72][CH:71]=[C:70]([CH2:74][CH3:75])[CH:69]=1, predict the reactants needed to synthesize it. The reactants are: [CH3:1][C:2]1[CH:3]=[C:4]([CH:8]=[C:9]([CH2:11][N:12]([CH3:18])[CH2:13][CH2:14][CH2:15][CH2:16][CH3:17])[CH:10]=1)[C:5]([OH:7])=O.CN(C(ON1N=NC2C=CC=CC1=2)=[N+](C)C)C.F[P-](F)(F)(F)(F)F.C1C=CC2N(O)N=NC=2C=1.C(N(CC)C(C)C)(C)C.[NH2:62][C@@H:63]([CH2:77][C:78]1[CH:83]=[C:82]([F:84])[CH:81]=[C:80]([F:85])[CH:79]=1)[C@H:64]([OH:76])[CH2:65][NH:66][CH2:67][C:68]1[CH:73]=[CH:72][CH:71]=[C:70]([CH2:74][CH3:75])[CH:69]=1.[ClH:86]. (2) The reactants are: [OH-].[K+].[NH2:3][C:4]1[CH:13]=[CH:12][CH:11]=[C:10]2[C:5]=1[CH:6]=[C:7]([CH2:14][CH2:15][NH:16]C(=O)OCC)[N:8]=[CH:9]2.[C:30](O[C:30]([O:32][C:33]([CH3:36])([CH3:35])[CH3:34])=[O:31])([O:32][C:33]([CH3:36])([CH3:35])[CH3:34])=[O:31]. Given the product [NH2:3][C:4]1[CH:13]=[CH:12][CH:11]=[C:10]2[C:5]=1[CH:6]=[C:7]([CH2:14][CH2:15][NH:16][C:30](=[O:31])[O:32][C:33]([CH3:34])([CH3:35])[CH3:36])[N:8]=[CH:9]2, predict the reactants needed to synthesize it. (3) The reactants are: [CH:1]([C:4]1[CH:5]=[C:6]([NH2:9])[NH:7][N:8]=1)([CH3:3])[CH3:2].[Cl:10][C:11]1[N:16]=[C:15](Cl)[C:14]([Cl:18])=[CH:13][N:12]=1.C(N(CC)CC)C. Given the product [Cl:10][C:11]1[N:16]=[C:15]([NH:9][C:6]2[NH:7][N:8]=[C:4]([CH:1]([CH3:3])[CH3:2])[CH:5]=2)[C:14]([Cl:18])=[CH:13][N:12]=1, predict the reactants needed to synthesize it. (4) Given the product [F:1][C:2]1[C:7]([C:8]([C:10]2[N:11]=[CH:12][N:13]([C:15]([C:28]3[CH:33]=[CH:32][CH:31]=[CH:30][CH:29]=3)([C:16]3[CH:17]=[CH:18][CH:19]=[CH:20][CH:21]=3)[C:22]3[CH:27]=[CH:26][CH:25]=[CH:24][CH:23]=3)[CH:14]=2)=[O:9])=[CH:6][CH:5]=[CH:4][N:3]=1, predict the reactants needed to synthesize it. The reactants are: [F:1][C:2]1[C:7]([CH:8]([C:10]2[N:11]=[CH:12][N:13]([C:15]([C:28]3[CH:33]=[CH:32][CH:31]=[CH:30][CH:29]=3)([C:22]3[CH:27]=[CH:26][CH:25]=[CH:24][CH:23]=3)[C:16]3[CH:21]=[CH:20][CH:19]=[CH:18][CH:17]=3)[CH:14]=2)[OH:9])=[CH:6][CH:5]=[CH:4][N:3]=1. (5) Given the product [ClH:50].[CH3:22][C:23]1[C:27]([CH2:28][N:4]2[CH2:5][CH2:6][N:1]([C:7]3[C:12]([C:13]4[CH:14]=[CH:15][C:16]([C:19](=[O:21])[CH3:20])=[CH:17][CH:18]=4)=[N:11][CH:10]=[CH:9][N:8]=3)[CH2:2][CH2:3]2)=[CH:26][N:25]([C:30]2[CH:35]=[CH:34][CH:33]=[CH:32][CH:31]=2)[N:24]=1, predict the reactants needed to synthesize it. The reactants are: [N:1]1([C:7]2[C:12]([C:13]3[CH:18]=[CH:17][C:16]([C:19](=[O:21])[CH3:20])=[CH:15][CH:14]=3)=[N:11][CH:10]=[CH:9][N:8]=2)[CH2:6][CH2:5][NH:4][CH2:3][CH2:2]1.[CH3:22][C:23]1[C:27]([CH:28]=O)=[CH:26][N:25]([C:30]2[CH:35]=[CH:34][CH:33]=[CH:32][CH:31]=2)[N:24]=1.C(O[BH-](OC(=O)C)OC(=O)C)(=O)C.[Na+].[Cl:50]CCCl. (6) Given the product [C:1]1([C:7]2[C:11]([C:12]([F:13])([F:14])[F:15])=[C:10]([C:16]3[O:20][N:19]=[C:18]4[C:21]5[C:26]([CH2:27][CH2:28][C:17]=34)=[CH:25][C:24]([CH2:29][N:45]3[CH2:48][CH:47]([C:49]([OH:51])=[O:50])[CH2:46]3)=[CH:23][CH:22]=5)[S:9][N:8]=2)[CH:2]=[CH:3][CH:4]=[CH:5][CH:6]=1, predict the reactants needed to synthesize it. The reactants are: [C:1]1([C:7]2[C:11]([C:12]([F:15])([F:14])[F:13])=[C:10]([C:16]3[O:20][N:19]=[C:18]4[C:21]5[C:26]([CH2:27][CH2:28][C:17]=34)=[CH:25][C:24]([CH:29]=C)=[CH:23][CH:22]=5)[S:9][N:8]=2)[CH:6]=[CH:5][CH:4]=[CH:3][CH:2]=1.C[N+]1([O-])CCOCC1.I([O-])(=O)(=O)=O.[Na+].[NH:45]1[CH2:48][CH:47]([C:49]([OH:51])=[O:50])[CH2:46]1.C(O)(=O)C.C([BH3-])#N.[Na+].